Dataset: Full USPTO retrosynthesis dataset with 1.9M reactions from patents (1976-2016). Task: Predict the reactants needed to synthesize the given product. (1) Given the product [CH2:23]([O:22][CH:20]=[CH:21][C:6](=[O:11])[C:7]([F:8])([F:9])[F:10])[CH2:24][CH2:25][CH3:26], predict the reactants needed to synthesize it. The reactants are: [F:8][C:7]([F:10])([F:9])[C:6](O[C:6](=[O:11])[C:7]([F:10])([F:9])[F:8])=[O:11].N1C=CC=CC=1.[CH:20]([O:22][CH2:23][CH2:24][CH2:25][CH3:26])=[CH2:21].O. (2) Given the product [Cl:11][C:9]1[CH:8]=[CH:7][N:6]2[C:2]([C:17]3[CH:16]=[CH:15][N:14]=[C:13]([Cl:12])[CH:18]=3)=[CH:3][N:4]=[C:5]2[CH:10]=1, predict the reactants needed to synthesize it. The reactants are: Br[C:2]1[N:6]2[CH:7]=[CH:8][C:9]([Cl:11])=[CH:10][C:5]2=[N:4][CH:3]=1.[Cl:12][C:13]1[CH:18]=[C:17](B(O)O)[CH:16]=[CH:15][N:14]=1.O.C([O-])([O-])=O.[Na+].[Na+]. (3) Given the product [CH2:55]([S:62][C:2]1[CH:11]=[C:10]2[C:5]([C:6](=[O:12])[NH:7][CH:8]=[N:9]2)=[CH:4][CH:3]=1)[C:56]1[CH:61]=[CH:60][CH:59]=[CH:58][CH:57]=1, predict the reactants needed to synthesize it. The reactants are: Br[C:2]1[CH:11]=[C:10]2[C:5]([C:6](=[O:12])[NH:7][CH:8]=[N:9]2)=[CH:4][CH:3]=1.CC1(C)C2C(=C(P(C3C=CC=CC=3)C3C=CC=CC=3)C=CC=2)OC2C(P(C3C=CC=CC=3)C3C=CC=CC=3)=CC=CC1=2.[CH2:55]([SH:62])[C:56]1[CH:61]=[CH:60][CH:59]=[CH:58][CH:57]=1.CCN(C(C)C)C(C)C. (4) Given the product [C:9]([C:8]1[CH:17]=[CH:18][C:5]([O:4][CH2:3][CH2:2][O:1][C:29](=[O:30])[CH2:28][CH2:27][Cl:26])=[CH:6][CH:7]=1)(=[O:10])[C:11]1[CH:12]=[CH:13][CH:14]=[CH:15][CH:16]=1, predict the reactants needed to synthesize it. The reactants are: [OH:1][CH2:2][CH2:3][O:4][C:5]1[CH:18]=[CH:17][C:8]([C:9]([C:11]2[CH:16]=[CH:15][CH:14]=[CH:13][CH:12]=2)=[O:10])=[CH:7][CH:6]=1.C(N(CC)CC)C.[Cl:26][CH2:27][CH2:28][C:29](Cl)=[O:30].